Dataset: Full USPTO retrosynthesis dataset with 1.9M reactions from patents (1976-2016). Task: Predict the reactants needed to synthesize the given product. (1) Given the product [C:1]1([C:16]2[CH:15]=[C:14]([C:8]3[CH:13]=[CH:12][CH:11]=[CH:10][CH:9]=3)[C:27]3[C:18](=[C:19]4[C:24](=[CH:25][CH:26]=3)[C:23]([C:28]3[CH:29]=[CH:30][CH:31]=[CH:32][CH:33]=3)=[CH:22][C:21]([C:1]3[CH:6]=[CH:5][CH:4]=[CH:3][CH:2]=3)=[N:20]4)[N:17]=2)[CH:6]=[CH:5][CH:4]=[CH:3][CH:2]=1, predict the reactants needed to synthesize it. The reactants are: [C:1]1([Li])[CH:6]=[CH:5][CH:4]=[CH:3][CH:2]=1.[C:8]1([C:14]2[C:27]3[C:18](=[C:19]4[C:24](=[CH:25][CH:26]=3)[C:23]([C:28]3[CH:33]=[CH:32][CH:31]=[CH:30][CH:29]=3)=[CH:22][CH:21]=[N:20]4)[N:17]=[CH:16][CH:15]=2)[CH:13]=[CH:12][CH:11]=[CH:10][CH:9]=1. (2) The reactants are: [CH:1]1([CH:4]([C:6]2[CH:11]=[CH:10][CH:9]=[C:8]([C:12]([CH:15]3[CH2:17][CH2:16]3)(O)[CH3:13])[C:7]=2[OH:18])[CH3:5])[CH2:3][CH2:2]1.C([SiH](CC)CC)C.FC(F)(F)C(O)=O.[F-].C([N+](CCCC)(CCCC)CCCC)CCC. Given the product [CH:1]1([CH:4]([C:6]2[CH:11]=[CH:10][CH:9]=[C:8]([CH:12]([CH:15]3[CH2:17][CH2:16]3)[CH3:13])[C:7]=2[OH:18])[CH3:5])[CH2:2][CH2:3]1, predict the reactants needed to synthesize it. (3) Given the product [CH3:19][C:12]12[CH2:18][C:8]3([C:5]4[CH:4]=[CH:3][C:2]([O:1][CH2:40][C:41]#[CH:42])=[CH:7][CH:6]=4)[CH2:15][C:14]([CH3:17])([CH2:16][C:10]([C:20]45[CH2:30][C:24]6([CH3:31])[CH2:23][C:22]([C:32]7[CH:37]=[CH:36][C:35]([O:38][CH2:48][C:47]#[CH:46])=[CH:34][CH:33]=7)([CH2:28][C:26]([CH3:29])([CH2:25]6)[CH2:27]4)[CH2:21]5)([CH2:9]3)[CH2:11]1)[CH2:13]2, predict the reactants needed to synthesize it. The reactants are: [OH:1][C:2]1[CH:7]=[CH:6][C:5]([C:8]23[CH2:18][C:12]4([CH3:19])[CH2:13][C:14]([CH3:17])([CH2:16][C:10]([C:20]56[CH2:30][C:24]7([CH3:31])[CH2:25][C:26]([CH3:29])([CH2:28][C:22]([C:32]8[CH:37]=[CH:36][C:35]([OH:38])=[CH:34][CH:33]=8)([CH2:23]7)[CH2:21]5)[CH2:27]6)([CH2:11]4)[CH2:9]2)[CH2:15]3)=[CH:4][CH:3]=1.Br[CH2:40][C:41]#[CH:42].[OH-].[Na+].O1C[CH2:48][CH2:47][CH2:46]1.